Dataset: Reaction yield outcomes from USPTO patents with 853,638 reactions. Task: Predict the reaction yield, written as a fraction of the theoretical maximum amount of product (1.0 means a 100% yield; for example, 0.34 means a 34% yield). (1) The reactants are [Cl:1][C:2]1[CH:3]=[C:4]([C:8]2[CH:9]=[C:10]3[C:14](=[CH:15][CH:16]=2)[NH:13][C:12](=[O:17])[CH2:11]3)[CH:5]=[CH:6][CH:7]=1.[O:18]1CCOCC1. No catalyst specified. The product is [Cl:1][C:2]1[CH:3]=[C:4]([C:8]2[CH:9]=[C:10]3[C:14](=[CH:15][CH:16]=2)[NH:13][C:12](=[O:17])[C:11]3=[O:18])[CH:5]=[CH:6][CH:7]=1. The yield is 0.760. (2) The reactants are Br[C:2]1[CH:12]=[CH:11][C:5]2[O:6][CH2:7][C:8](=[O:10])[NH:9][C:4]=2[CH:3]=1.[C:13]1([C@H:19]2[CH2:24][O:23][CH2:22][CH2:21][NH:20]2)[CH:18]=[CH:17][CH:16]=[CH:15][CH:14]=1.C[Si]([N-][Si](C)(C)C)(C)C.[Li+].[Cl-].[NH4+]. The yield is 0.394. The product is [C:13]1([C@@H:19]2[N:20]([C:2]3[CH:12]=[CH:11][C:5]4[O:6][CH2:7][C:8](=[O:10])[NH:9][C:4]=4[CH:3]=3)[CH2:21][CH2:22][O:23][CH2:24]2)[CH:14]=[CH:15][CH:16]=[CH:17][CH:18]=1. The catalyst is C1C=CC(/C=C/C(/C=C/C2C=CC=CC=2)=O)=CC=1.C1C=CC(/C=C/C(/C=C/C2C=CC=CC=2)=O)=CC=1.C1C=CC(/C=C/C(/C=C/C2C=CC=CC=2)=O)=CC=1.[Pd].[Pd].C(OCC)(=O)C.O1CCCC1. (3) The reactants are [H-].[H-].[H-].[H-].[Li+].[Al+3].[F:7][C:8]([F:25])([F:24])[C:9]1[CH:14]=[CH:13][C:12]([C:15]2[CH:23]=[CH:22][C:18]([C:19](O)=[O:20])=[CH:17][CH:16]=2)=[CH:11][CH:10]=1.O.[OH-].[K+]. The catalyst is C1COCC1. The product is [F:7][C:8]([F:24])([F:25])[C:9]1[CH:10]=[CH:11][C:12]([C:15]2[CH:23]=[CH:22][C:18]([CH2:19][OH:20])=[CH:17][CH:16]=2)=[CH:13][CH:14]=1. The yield is 0.790.